This data is from Peptide-MHC class I binding affinity with 185,985 pairs from IEDB/IMGT. The task is: Regression. Given a peptide amino acid sequence and an MHC pseudo amino acid sequence, predict their binding affinity value. This is MHC class I binding data. (1) The peptide sequence is YREAGIPVL. The binding affinity (normalized) is 0.0847. The MHC is HLA-A03:01 with pseudo-sequence HLA-A03:01. (2) The peptide sequence is LAELLEMKYA. The MHC is HLA-A02:02 with pseudo-sequence HLA-A02:02. The binding affinity (normalized) is 0.362.